From a dataset of Forward reaction prediction with 1.9M reactions from USPTO patents (1976-2016). Predict the product of the given reaction. (1) The product is: [NH2:22][C:21]1[C:20]2[C:15](=[CH:16][CH:17]=[C:18]([C:25]([N:74]([CH2:73][CH2:72][N:71]([CH2:76][CH3:77])[CH2:69][CH3:70])[CH3:75])=[O:27])[CH:19]=2)[NH:14][C:13]=1[C:7]1[C:6](=[O:28])[NH:5][C:4]2[C:9](=[CH:10][C:11]([Cl:12])=[C:2]([Cl:1])[CH:3]=2)[N:8]=1. Given the reactants [Cl:1][C:2]1[CH:3]=[C:4]2[C:9](=[CH:10][C:11]=1[Cl:12])[N:8]=[C:7]([C:13]1[NH:14][C:15]3[C:20]([C:21]=1[N+:22]([O-])=O)=[CH:19][C:18]([C:25]([OH:27])=O)=[CH:17][CH:16]=3)[C:6](=[O:28])[NH:5]2.CCN(CC)CC.C1CN([P+](ON2N=NC3C=CC=CC2=3)(N2CCCC2)N2CCCC2)CC1.F[P-](F)(F)(F)(F)F.[CH2:69]([N:71]([CH2:76][CH3:77])[CH2:72][CH2:73][NH:74][CH3:75])[CH3:70].Cl[Sn]Cl, predict the reaction product. (2) Given the reactants [O:1]1[C:6]2[CH:7]=[CH:8][C:9]([C:11]3[N:16]4[N:17]=[C:18]([NH2:20])[N:19]=[C:15]4[CH:14]=[CH:13][CH:12]=3)=[CH:10][C:5]=2[O:4][CH2:3][CH2:2]1.C(N(CC)CC)C.[Cl:28][CH2:29][C:30](Cl)=[O:31].O, predict the reaction product. The product is: [Cl:28][CH2:29][C:30]([NH:20][C:18]1[N:19]=[C:15]2[CH:14]=[CH:13][CH:12]=[C:11]([C:9]3[CH:8]=[CH:7][C:6]4[O:1][CH2:2][CH2:3][O:4][C:5]=4[CH:10]=3)[N:16]2[N:17]=1)=[O:31]. (3) Given the reactants [Bi:1].[CH2:2]([CH:4]([CH2:8][CH2:9][CH2:10][CH3:11])[C:5]([O-:7])=[O:6])C.[Bi+3].[CH2:13]([CH:15]([CH2:19][CH2:20][CH2:21][CH3:22])[C:16]([O-:18])=[O:17])C.[CH2:23]([CH:25]([CH2:29][CH2:30][CH2:31][CH3:32])[C:26]([O-:28])=[O:27])C, predict the reaction product. The product is: [C:5]([O-:7])(=[O:6])[CH2:4][CH2:8][CH2:9][CH2:10][CH2:11][C:15]([CH3:19])([CH3:16])[CH3:13].[Bi+3:1].[C:16]([O-:18])(=[O:17])[CH2:15][CH2:19][CH2:20][CH2:21][CH2:22][C:25]([CH3:29])([CH3:26])[CH3:23].[C:26]([O-:28])(=[O:27])[CH2:25][CH2:29][CH2:30][CH2:31][CH2:32][C:4]([CH3:8])([CH3:5])[CH3:2]. (4) Given the reactants Cl.[F:2][C:3]([F:17])([F:16])[C:4]1[CH:9]=[CH:8][C:7]([CH:10]2[CH2:15][CH2:14][NH:13][CH2:12][CH2:11]2)=[CH:6][CH:5]=1.Br[CH2:19][CH2:20][CH2:21][C:22]#[N:23].C(N(CC)CC)C, predict the reaction product. The product is: [F:17][C:3]([F:2])([F:16])[C:4]1[CH:5]=[CH:6][C:7]([CH:10]2[CH2:11][CH2:12][N:13]([CH2:19][CH2:20][CH2:21][C:22]#[N:23])[CH2:14][CH2:15]2)=[CH:8][CH:9]=1. (5) Given the reactants [H-].[H-].[H-].[H-].[Li+].[Al+3].[CH2:7]1[N:12]([CH2:13][CH2:14][C:15](OCC)=[O:16])[CH2:11][CH2:10][N:9]2[CH2:20][CH2:21][CH2:22][CH2:23][CH:8]12, predict the reaction product. The product is: [CH2:7]1[N:12]([CH2:13][CH2:14][CH2:15][OH:16])[CH2:11][CH2:10][N:9]2[CH2:20][CH2:21][CH2:22][CH2:23][CH:8]12.